From a dataset of Reaction yield outcomes from USPTO patents with 853,638 reactions. Predict the reaction yield, written as a fraction of the theoretical maximum amount of product (1.0 means a 100% yield; for example, 0.34 means a 34% yield). (1) The reactants are Cl.[NH:2]1[CH2:6][CH2:5][C@H:4]([OH:7])[CH2:3]1.C(N(CC)CC)C.[O:15]1[CH2:20][CH2:19][CH:18]([C:21](Cl)=[O:22])[CH2:17][CH2:16]1.CCOC(C)=O. The catalyst is C(Cl)Cl. The product is [OH:7][C@H:4]1[CH2:5][CH2:6][N:2]([C:21]([CH:18]2[CH2:19][CH2:20][O:15][CH2:16][CH2:17]2)=[O:22])[CH2:3]1. The yield is 0.980. (2) The reactants are Br[C:2]1[CH:7]=[CH:6][C:5]([Br:8])=[CH:4][CH:3]=1.[Li][CH2:10][CH2:11][CH2:12][CH3:13].C1(/C=[N:21]/[S@:22]([C:24]([CH3:27])([CH3:26])[CH3:25])=[O:23])CCCCC1.[CH2:28]1[CH2:32]OC[CH2:29]1. No catalyst specified. The product is [Br:8][C:5]1[CH:6]=[CH:7][C:2]([CH:10]([CH2:25][C:24]([CH3:27])([S@@:22]([NH2:21])=[O:23])[CH3:26])[CH:11]2[CH2:32][CH2:28][CH2:29][CH2:13][CH2:12]2)=[CH:3][CH:4]=1. The yield is 0.223. (3) The reactants are C([O:3][CH:4](OCC)[C:5]1[O:13][C:12]2[C:11]([C:14]#[C:15][C:16]3[CH:17]=[C:18]([CH3:22])[CH:19]=[CH:20][CH:21]=3)=[CH:10][N:9]=[CH:8][C:7]=2[CH:6]=1)C.Cl.C(=O)(O)[O-].[Na+]. The catalyst is O1CCCC1. The product is [C:18]1([CH3:22])[CH:19]=[CH:20][CH:21]=[C:16]([C:15]#[C:14][C:11]2[C:12]3[O:13][C:5]([CH:4]=[O:3])=[CH:6][C:7]=3[CH:8]=[N:9][CH:10]=2)[CH:17]=1. The yield is 0.840. (4) The reactants are C(N(CC)CC)C.[CH3:8][O:9][C:10]1[CH:11]=[C:12]2[C:17](=[CH:18][CH:19]=1)[CH:16]=[C:15]([C:20](=[O:23])[CH2:21][NH3+:22])[CH:14]=[CH:13]2.[Cl-].[CH3:25][N:26]1[C:34]2[C:29](=[CH:30][CH:31]=[CH:32][CH:33]=2)[C:28]([C:35](Cl)=[O:36])=[CH:27]1. The catalyst is C(Cl)Cl. The product is [CH3:25][N:26]1[C:34]2[C:29](=[CH:30][CH:31]=[CH:32][CH:33]=2)[C:28]([C:35]([NH:22][CH2:21][C:20]([C:15]2[CH:14]=[CH:13][C:12]3[C:17](=[CH:18][CH:19]=[C:10]([O:9][CH3:8])[CH:11]=3)[CH:16]=2)=[O:23])=[O:36])=[CH:27]1. The yield is 0.910. (5) The reactants are Br[C:2]1[C:11]([CH3:12])=[CH:10][C:9]2[C:4](=[CH:5][CH:6]=[C:7]([O:13][CH3:14])[CH:8]=2)[C:3]=1[O:15][CH2:16][O:17][CH3:18].[F:19][C:20]1[CH:25]=[CH:24][C:23](B(O)O)=[CH:22][CH:21]=1.C(=O)([O-])[O-].[Na+].[Na+]. The catalyst is C1(P([Pd-4](P(C2C=CC=CC=2)(C2C=CC=CC=2)C2C=CC=CC=2)(P(C2C=CC=CC=2)(C2C=CC=CC=2)C2C=CC=CC=2)P(C2C=CC=CC=2)(C2C=CC=CC=2)C2C=CC=CC=2)(C2C=CC=CC=2)C2C=CC=CC=2)C=CC=CC=1.COCCOC. The product is [F:19][C:20]1[CH:25]=[CH:24][C:23]([C:2]2[C:11]([CH3:12])=[CH:10][C:9]3[C:4](=[CH:5][CH:6]=[C:7]([O:13][CH3:14])[CH:8]=3)[C:3]=2[O:15][CH2:16][O:17][CH3:18])=[CH:22][CH:21]=1. The yield is 0.960. (6) The reactants are [C:1]([O:5][C:6]([NH:8][C@@H:9]1[C:23](=[O:24])[N:22]2[CH2:25][C@H:26]([O:28][C:29]([N:31]3[CH2:39][C:38]4[C:33](=[CH:34][CH:35]=[CH:36][C:37]=4[F:40])[CH2:32]3)=[O:30])[CH2:27][C@H:21]2[C:20](=[O:41])[NH:19][C@:18]2([C:43]([O:45]CC)=[O:44])[CH2:42][C@H:17]2[CH:16]=[CH:15][CH2:14][CH2:13][CH2:12][O:11][CH2:10]1)=[O:7])([CH3:4])([CH3:3])[CH3:2].[OH-].[Na+].CCOCC. The catalyst is C1COCC1.O. The product is [C:1]([O:5][C:6]([NH:8][C@@H:9]1[C:23](=[O:24])[N:22]2[CH2:25][C@H:26]([O:28][C:29]([N:31]3[CH2:39][C:38]4[C:33](=[CH:34][CH:35]=[CH:36][C:37]=4[F:40])[CH2:32]3)=[O:30])[CH2:27][C@H:21]2[C:20](=[O:41])[NH:19][C@:18]2([C:43]([OH:45])=[O:44])[CH2:42][C@H:17]2[CH:16]=[CH:15][CH2:14][CH2:13][CH2:12][O:11][CH2:10]1)=[O:7])([CH3:4])([CH3:2])[CH3:3]. The yield is 0.800.